This data is from HIV replication inhibition screening data with 41,000+ compounds from the AIDS Antiviral Screen. The task is: Binary Classification. Given a drug SMILES string, predict its activity (active/inactive) in a high-throughput screening assay against a specified biological target. (1) The drug is COC(=O)C1(C(=O)OC)C2=Nc3ccccc3C23CCN(Cc2ccccc2)C3CC1c1ccoc1.Cl. The result is 0 (inactive). (2) The compound is Cn1c2ccccc2c2nc3ccccc3nc21. The result is 0 (inactive). (3) The molecule is O=C1c2ccccc2-n2c1nc1ccccc1c2=O. The result is 0 (inactive). (4) The compound is CCOC(OCC)C(CC)[Se]c1ccccc1. The result is 0 (inactive). (5) The drug is Cc1cc2c(cc1C)C(=O)C(=Cc1ccccc1C(=O)O)C2. The result is 0 (inactive).